This data is from Full USPTO retrosynthesis dataset with 1.9M reactions from patents (1976-2016). The task is: Predict the reactants needed to synthesize the given product. Given the product [CH:1](=[O:10])[CH2:8][CH2:7][CH2:6][CH2:5][CH2:4][CH2:3][CH:2]=[O:9], predict the reactants needed to synthesize it. The reactants are: [C@@H:1]1([OH:10])[CH2:8][CH2:7][CH2:6][CH2:5][CH2:4][CH2:3][C@@H:2]1[OH:9].